This data is from Reaction yield outcomes from USPTO patents with 853,638 reactions. The task is: Predict the reaction yield, written as a fraction of the theoretical maximum amount of product (1.0 means a 100% yield; for example, 0.34 means a 34% yield). (1) The reactants are [BH4-].[Na+].[S:3]1[CH:7]=[CH:6][C:5]2[CH:8]=[CH:9][CH:10]=[C:11]([C:12]3[CH:17]=[C:16]([F:18])[N:15]=[CH:14][C:13]=3[C:19]([CH3:23])([CH3:22])[C:20]#[N:21])[C:4]1=2. The catalyst is C1COCC1.[Cl-].[Cl-].[Cl-].[Cl-].[Zr+4]. The product is [S:3]1[CH:7]=[CH:6][C:5]2[CH:8]=[CH:9][CH:10]=[C:11]([C:12]3[CH:17]=[C:16]([F:18])[N:15]=[CH:14][C:13]=3[C:19]([CH3:23])([CH3:22])[CH2:20][NH2:21])[C:4]1=2. The yield is 0.840. (2) The reactants are [Br:1][C:2]1[CH:6]2[N:7]=[C:8]([Cl:12])[N:9]=[C:10](Cl)[CH:5]2[N:4]([CH3:13])[N:3]=1.[OH-:14].[K+].Cl. The catalyst is O1CCCC1. The product is [Br:1][C:2]1[CH:6]2[N:7]=[C:8]([Cl:12])[N:9]=[C:10]([OH:14])[CH:5]2[N:4]([CH3:13])[N:3]=1. The yield is 0.900. (3) The reactants are [NH2:1][CH:2]1[C:10]2[C:5](=[CH:6][C:7]([CH2:11][N:12]3[CH:16]=[C:15]([CH2:17][OH:18])[C:14]([C:19]([F:22])([F:21])[F:20])=[N:13]3)=[CH:8][CH:9]=2)[CH2:4][CH2:3]1.[C:23](O)(=[O:27])[CH:24]([CH3:26])[CH3:25].C(N(CC)CC)C.C1C=CC2N(O)N=NC=2C=1.CCN=C=NCCCN(C)C.CCN=C=NCCCN(C)C. The catalyst is CN(C=O)C. The product is [OH:18][CH2:17][C:15]1[C:14]([C:19]([F:22])([F:21])[F:20])=[N:13][N:12]([CH2:11][C:7]2[CH:6]=[C:5]3[C:10](=[CH:9][CH:8]=2)[CH:2]([NH:1][C:23](=[O:27])[CH:24]([CH3:26])[CH3:25])[CH2:3][CH2:4]3)[CH:16]=1. The yield is 0.294. (4) The reactants are [F:1][C:2]1[CH:3]=[C:4]([CH:12]=[CH:13][C:14]=1[F:15])[C:5]([NH:7][CH2:8][C:9]([OH:11])=[O:10])=O.CN1CCOCC1.ClC(OC)=O.ClC([O-])=O. The catalyst is C1COCC1. The product is [F:1][C:2]1[CH:3]=[C:4]([C:5]2[O:10][C:9](=[O:11])[CH2:8][N:7]=2)[CH:12]=[CH:13][C:14]=1[F:15]. The yield is 0.950.